This data is from Catalyst prediction with 721,799 reactions and 888 catalyst types from USPTO. The task is: Predict which catalyst facilitates the given reaction. (1) Reactant: [Br:1][C:2]1[CH:9]=[C:8]([C:10]#[N:11])[CH:7]=[CH:6][C:3]=1[CH2:4]Br.C([O-])([O-])=O.[K+].[K+].[CH2:18]([O:20][C:21]([CH:23]1[C:28](=[O:29])[CH2:27][CH2:26][N:25]([CH2:30][C:31]2[CH:36]=[CH:35][CH:34]=[CH:33][CH:32]=2)[CH2:24]1)=[O:22])[CH3:19]. Product: [CH2:18]([O:20][C:21]([C:23]1([CH2:4][C:3]2[CH:6]=[CH:7][C:8]([C:10]#[N:11])=[CH:9][C:2]=2[Br:1])[C:28](=[O:29])[CH2:27][CH2:26][N:25]([CH2:30][C:31]2[CH:32]=[CH:33][CH:34]=[CH:35][CH:36]=2)[CH2:24]1)=[O:22])[CH3:19]. The catalyst class is: 1. (2) Reactant: [CH3:1][C:2]1[N:3]([CH2:29][C:30]([O:32]CC)=[O:31])[C:4]2[CH2:5][C:6]([CH3:28])([CH3:27])[CH2:7][CH2:8][C:9]=2[C:10]=1[CH2:11][C:12]1[CH:17]=[CH:16][CH:15]=[CH:14][C:13]=1[S:18]([N:21]1[CH2:26][CH2:25][O:24][CH2:23][CH2:22]1)(=[O:20])=[O:19].[OH-].[Li+]. Product: [CH3:1][C:2]1[N:3]([CH2:29][C:30]([OH:32])=[O:31])[C:4]2[CH2:5][C:6]([CH3:28])([CH3:27])[CH2:7][CH2:8][C:9]=2[C:10]=1[CH2:11][C:12]1[CH:17]=[CH:16][CH:15]=[CH:14][C:13]=1[S:18]([N:21]1[CH2:22][CH2:23][O:24][CH2:25][CH2:26]1)(=[O:19])=[O:20]. The catalyst class is: 87. (3) Reactant: C([O-])([O-])=O.[Na+].[Na+].[Cl:7][C:8]1[N:13]=[C:12](Cl)[C:11]([Cl:15])=[CH:10][N:9]=1.CC1(C)C(C)(C)OB([C:24]2[CH:29]=[CH:28][C:27]([C:30]([NH:33][C:34](=[O:40])[O:35][C:36]([CH3:39])([CH3:38])[CH3:37])([CH3:32])[CH3:31])=[CH:26][CH:25]=2)O1. Product: [C:36]([O:35][C:34]([NH:33][C:30]([C:27]1[CH:26]=[CH:25][C:24]([C:12]2[C:11]([Cl:15])=[CH:10][N:9]=[C:8]([Cl:7])[N:13]=2)=[CH:29][CH:28]=1)([CH3:32])[CH3:31])=[O:40])([CH3:37])([CH3:38])[CH3:39]. The catalyst class is: 108. (4) Product: [OH:8][CH2:7][CH:4]1[CH2:5][CH2:6][S:11](=[O:13])(=[O:10])[CH2:2][CH2:3]1. The catalyst class is: 24. Reactant: S1[CH2:6][CH2:5][CH:4]([CH2:7][OH:8])[CH2:3][CH2:2]1.O[O:10][S:11]([O-:13])=O.[K+]. (5) Reactant: [NH2:1][CH2:2][C:3]1[CH:8]=[CH:7][C:6]([C:9]2[C:17]3[O:16][C:15]([NH:18][C:19]4[CH:24]=[C:23]([O:25][CH3:26])[C:22]([O:27][CH3:28])=[C:21]([O:29][CH3:30])[CH:20]=4)=[N:14][C:13]=3[CH:12]=[CH:11][CH:10]=2)=[CH:5][CH:4]=1.[C:31](Cl)(=[O:33])[CH3:32]. Product: [CH3:26][O:25][C:23]1[CH:24]=[C:19]([NH:18][C:15]2[O:16][C:17]3[C:9]([C:6]4[CH:7]=[CH:8][C:3]([CH2:2][NH:1][C:31](=[O:33])[CH3:32])=[CH:4][CH:5]=4)=[CH:10][CH:11]=[CH:12][C:13]=3[N:14]=2)[CH:20]=[C:21]([O:29][CH3:30])[C:22]=1[O:27][CH3:28]. The catalyst class is: 17. (6) Reactant: [CH3:1][NH2:2].[CH3:3][N:4]1[CH2:32][CH2:31][C:7]2[N:8]([CH2:16][CH:17]([C:24]3[CH:29]=[CH:28][C:27]([F:30])=[CH:26][CH:25]=3)[CH2:18][C:19]([O:21]CC)=O)[C:9]3[CH:10]=[CH:11][C:12]([CH3:15])=[CH:13][C:14]=3[C:6]=2[CH2:5]1. Product: [CH3:3][N:4]1[CH2:32][CH2:31][C:7]2[N:8]([CH2:16][CH:17]([C:24]3[CH:29]=[CH:28][C:27]([F:30])=[CH:26][CH:25]=3)[CH2:18][C:19]([NH:2][CH3:1])=[O:21])[C:9]3[CH:10]=[CH:11][C:12]([CH3:15])=[CH:13][C:14]=3[C:6]=2[CH2:5]1. The catalyst class is: 6.